Dataset: Catalyst prediction with 721,799 reactions and 888 catalyst types from USPTO. Task: Predict which catalyst facilitates the given reaction. (1) Reactant: [CH:1]([NH:4][C:5](=[O:18])[C:6]([N:8]1[CH2:12][CH2:11][CH:10]([C:13]([O:15]C)=[O:14])[C@@H:9]1[CH3:17])=[O:7])([CH3:3])[CH3:2].[Li+].[OH-].CO.Cl. Product: [CH:1]([NH:4][C:5](=[O:18])[C:6]([N:8]1[CH2:12][CH2:11][CH:10]([C:13]([OH:15])=[O:14])[C@@H:9]1[CH3:17])=[O:7])([CH3:3])[CH3:2]. The catalyst class is: 30. (2) The catalyst class is: 3. Product: [CH3:27][N:23]1[C:24]2[C:20](=[CH:19][C:18]([C:16]3[O:17][C:13]([C:3]4[C:4]([C:7]5[CH:8]=[CH:9][CH:10]=[CH:11][CH:12]=5)=[N:5][O:6][C:2]=4[CH3:1])=[N:14][N:15]=3)=[CH:26][CH:25]=2)[CH:21]=[CH:22]1. Reactant: [CH3:1][C:2]1[O:6][N:5]=[C:4]([C:7]2[CH:12]=[CH:11][CH:10]=[CH:9][CH:8]=2)[C:3]=1[C:13]1[O:17][C:16]([C:18]2[CH:19]=[C:20]3[C:24](=[CH:25][CH:26]=2)[NH:23][CH:22]=[CH:21]3)=[N:15][N:14]=1.[C:27](=O)([O-])[O-].[K+].[K+].IC.